Dataset: Reaction yield outcomes from USPTO patents with 853,638 reactions. Task: Predict the reaction yield, written as a fraction of the theoretical maximum amount of product (1.0 means a 100% yield; for example, 0.34 means a 34% yield). (1) The reactants are Br[C:2]1[CH:3]=[C:4]([NH2:9])[CH:5]=[CH:6][C:7]=1[CH3:8].[C:10]1(B(O)O)[CH:15]=[CH:14][CH:13]=[CH:12][CH:11]=1.C([O-])([O-])=O.[Na+].[Na+].C(O)C. The catalyst is C1C=CC([P]([Pd]([P](C2C=CC=CC=2)(C2C=CC=CC=2)C2C=CC=CC=2)([P](C2C=CC=CC=2)(C2C=CC=CC=2)C2C=CC=CC=2)[P](C2C=CC=CC=2)(C2C=CC=CC=2)C2C=CC=CC=2)(C2C=CC=CC=2)C2C=CC=CC=2)=CC=1.C1(C)C=CC=CC=1. The product is [CH3:8][C:7]1[C:2]([C:10]2[CH:15]=[CH:14][CH:13]=[CH:12][CH:11]=2)=[CH:3][C:4]([NH2:9])=[CH:5][CH:6]=1. The yield is 0.470. (2) The reactants are [F:1][C:2]1[C:10]([NH:11][S:12]([CH2:15][CH2:16][CH3:17])(=[O:14])=[O:13])=[CH:9][CH:8]=[C:7]([F:18])[C:3]=1C(O)=O.C([N:21](CC)CC)C.C1C=CC(OP(OC2C=CC=CC=2)(N=[N+]=[N-])=O)=CC=1.O. The catalyst is C1COCC1.CCOC(C)=O. The product is [NH2:21][C:3]1[C:2]([F:1])=[C:10]([NH:11][S:12]([CH2:15][CH2:16][CH3:17])(=[O:14])=[O:13])[CH:9]=[CH:8][C:7]=1[F:18]. The yield is 0.550. (3) The reactants are N.[Li].[C:3]([O:7][C:8]([N:10]1[CH2:14][C@H:13]([O:15]CC2C=CC=CC=2)[CH2:12][C@H:11]1[CH2:23][CH3:24])=[O:9])([CH3:6])([CH3:5])[CH3:4].C(O)(C)(C)C. The catalyst is C1COCC1. The product is [C:3]([O:7][C:8]([N:10]1[CH2:14][C@H:13]([OH:15])[CH2:12][C@H:11]1[CH2:23][CH3:24])=[O:9])([CH3:6])([CH3:5])[CH3:4]. The yield is 0.998. (4) The reactants are CC([O-])=O.[Na+].[C:6]([O:10][C:11]([N:13]1[CH2:18][CH2:17][C:16](O)([CH:19]([C:26]([OH:28])=[O:27])[C:20]2[CH:25]=[CH:24][CH:23]=[CH:22][CH:21]=2)[CH2:15][CH2:14]1)=[O:12])([CH3:9])([CH3:8])[CH3:7]. The catalyst is CC(OC(C)=O)=O. The product is [C:6]([O:10][C:11]([N:13]1[CH2:18][CH2:17][C:16](=[C:19]([C:20]2[CH:21]=[CH:22][CH:23]=[CH:24][CH:25]=2)[C:26]([OH:28])=[O:27])[CH2:15][CH2:14]1)=[O:12])([CH3:9])([CH3:7])[CH3:8]. The yield is 0.870.